The task is: Predict the product of the given reaction.. This data is from Forward reaction prediction with 1.9M reactions from USPTO patents (1976-2016). (1) Given the reactants [O:1]1[CH2:5][CH2:4][C@@H:3]([OH:6])[CH2:2]1.[H-].[Na+].Cl[C:10]1[N:15]=[C:14]([NH2:16])[CH:13]=[CH:12][N:11]=1, predict the reaction product. The product is: [O:1]1[CH2:5][CH2:4][C@@H:3]([O:6][C:10]2[N:15]=[C:14]([NH2:16])[CH:13]=[CH:12][N:11]=2)[CH2:2]1. (2) Given the reactants O=[C:2]([CH:8]([C:17]1[CH:22]=[CH:21][CH:20]=[CH:19][CH:18]=1)[C:9](=O)[C:10]1[CH:15]=[CH:14][CH:13]=[CH:12][CH:11]=1)[C:3]([O:5][CH2:6][CH3:7])=[O:4].O.[NH2:24][NH2:25], predict the reaction product. The product is: [C:10]1([C:9]2[C:8]([C:17]3[CH:22]=[CH:21][CH:20]=[CH:19][CH:18]=3)=[C:2]([C:3]([O:5][CH2:6][CH3:7])=[O:4])[NH:25][N:24]=2)[CH:15]=[CH:14][CH:13]=[CH:12][CH:11]=1. (3) The product is: [Cl:10][C:11]1[C:12]([F:37])=[C:13]([CH:34]=[CH:35][CH:36]=1)[NH:14][C:15]1[C:24]2[C:19](=[CH:20][C:21]([O:32][CH3:33])=[C:22]([O:25][CH:26]3[CH2:31][CH2:30][CH2:29][N:28]([CH2:2][C:3](=[O:4])[N:5]([CH3:7])[CH3:6])[CH2:27]3)[CH:23]=2)[N:18]=[CH:17][N:16]=1. Given the reactants Cl[CH2:2][C:3]([N:5]([CH3:7])[CH3:6])=[O:4].Cl.Cl.[Cl:10][C:11]1[C:12]([F:37])=[C:13]([CH:34]=[CH:35][CH:36]=1)[NH:14][C:15]1[C:24]2[C:19](=[CH:20][C:21]([O:32][CH3:33])=[C:22]([O:25][CH:26]3[CH2:31][CH2:30][CH2:29][NH:28][CH2:27]3)[CH:23]=2)[N:18]=[CH:17][N:16]=1.C(=O)([O-])[O-].[K+].[K+], predict the reaction product. (4) Given the reactants [CH3:1][N:2]1[C:6]([C:7]2[S:11][CH:10]=[C:9]([C:12]([OH:14])=O)[CH:8]=2)=[CH:5][CH:4]=[N:3]1.CCN(C(C)C)C(C)C.Cl.[NH:25]1[C@@H:34]2[C@@H:29]([CH2:30][CH2:31][CH2:32][CH2:33]2)[CH2:28][CH2:27][CH2:26]1.CN(C(ON1N=NC2C=CC=NC1=2)=[N+](C)C)C.F[P-](F)(F)(F)(F)F, predict the reaction product. The product is: [CH3:1][N:2]1[C:6]([C:7]2[S:11][CH:10]=[C:9]([C:12]([N:25]3[CH:34]4[CH:29]([CH2:30][CH2:31][CH2:32][CH2:33]4)[CH2:28][CH2:27][CH2:26]3)=[O:14])[CH:8]=2)=[CH:5][CH:4]=[N:3]1. (5) Given the reactants [F:1][C:2]([F:13])([F:12])[C:3]1[N:7]2[CH:8]=[CH:9][N:10]=[CH:11][C:6]2=[N:5][N:4]=1, predict the reaction product. The product is: [F:12][C:2]([F:1])([F:13])[C:3]1[N:7]2[CH2:8][CH2:9][NH:10][CH2:11][C:6]2=[N:5][N:4]=1. (6) The product is: [CH3:21][S:22]([O:1][CH2:2][C:3]1[S:7][C:6]([C:8]2[CH:13]=[CH:12][CH:11]=[CH:10][N:9]=2)=[N:5][N:4]=1)(=[O:24])=[O:23]. Given the reactants [OH:1][CH2:2][C:3]1[S:7][C:6]([C:8]2[CH:13]=[CH:12][CH:11]=[CH:10][N:9]=2)=[N:5][N:4]=1.C(N(CC)CC)C.[CH3:21][S:22](Cl)(=[O:24])=[O:23], predict the reaction product. (7) Given the reactants [CH2:1]([N:3]1[C:15]2[CH:14]=[CH:13][C:12]([NH:16][N:17]=[C:18]([C:21]#[N:22])[C:19]#[N:20])=[CH:11][C:10]=2[C:9]2[C:4]1=[CH:5][CH:6]=[CH:7][CH:8]=2)[CH3:2].NC1C=CC2N(CC)C3C(C=2C=1)=CC=CC=3.C(#N)CC#N.O.[NH2:45][NH2:46], predict the reaction product. The product is: [NH2:22][C:21]1[C:18](=[N:17][NH:16][C:12]2[CH:13]=[CH:14][C:15]3[N:3]([CH2:1][CH3:2])[C:4]4[C:9]([C:10]=3[CH:11]=2)=[CH:8][CH:7]=[CH:6][CH:5]=4)[C:19]([NH2:20])=[N:46][N:45]=1. (8) The product is: [C:1]([O:5][C:6](=[O:21])[N:7]([C@H:9]([C:16]1[O:17][CH:18]=[CH:19][CH:20]=1)[C@H:10]([CH3:15])[CH2:11][CH2:12][O:13][CH3:14])[CH3:8])([CH3:2])([CH3:3])[CH3:4]. Given the reactants [C:1]([O:5][C:6](=[O:21])[N:7]([C@H:9]([C:16]1[O:17][CH:18]=[CH:19][CH:20]=1)[C@H:10]([CH3:15])[CH:11]=[CH:12][O:13][CH3:14])[CH3:8])([CH3:4])([CH3:3])[CH3:2].[H][H], predict the reaction product.